Predict which catalyst facilitates the given reaction. From a dataset of Catalyst prediction with 721,799 reactions and 888 catalyst types from USPTO. (1) Reactant: [CH2:1]([O:3][C:4]([N:6]1[CH2:11][CH2:10][N:9]([C:12]([CH:14]([C:26]([NH:28][C:29]2[CH:38]=[CH:37][C:36]3[C:31](=[CH:32][CH:33]=[CH:34][CH:35]=3)[CH:30]=2)=[O:27])[CH2:15][C:16]2[CH:21]=[CH:20][CH:19]=[C:18]([C:22]([O:24]C)=[O:23])[CH:17]=2)=[O:13])[CH2:8][CH2:7]1)=[O:5])[CH3:2].[Li+].[OH-]. Product: [CH2:1]([O:3][C:4]([N:6]1[CH2:11][CH2:10][N:9]([C:12]([CH:14]([C:26]([NH:28][C:29]2[CH:38]=[CH:37][C:36]3[C:31](=[CH:32][CH:33]=[CH:34][CH:35]=3)[CH:30]=2)=[O:27])[CH2:15][C:16]2[CH:21]=[CH:20][CH:19]=[C:18]([C:22]([OH:24])=[O:23])[CH:17]=2)=[O:13])[CH2:8][CH2:7]1)=[O:5])[CH3:2]. The catalyst class is: 20. (2) Reactant: COC([C:5]1[CH:10]=[CH:9][N:8]2[N:11]=[CH:12][CH:13]=[C:7]2[CH:6]=1)=O.[OH:14][CH2:15]CC1C=CN=CC=1.[C:23]([O:27][CH2:28][CH3:29])(=[O:26])C#C.C([O-])([O-])=O.[K+].[K+]. Product: [CH3:15][O:14][C:5]1[CH:10]=[CH:9][N:8]2[N:11]=[CH:12][C:13]([C:23]([O:27][CH2:28][CH3:29])=[O:26])=[C:7]2[CH:6]=1. The catalyst class is: 6. (3) Reactant: [F:1][C:2]1[CH:3]=[CH:4][C:5]([NH:11][CH:12]([CH3:14])[CH3:13])=[C:6]([CH:10]=1)[C:7]([OH:9])=O.CCN=C=NCCCN(C)C.C1C=CC2N(O)N=NC=2C=1.CCN(C(C)C)C(C)C.[CH3:45][C:46]([NH2:50])([C:48]#[CH:49])[CH3:47]. Product: [F:1][C:2]1[CH:3]=[CH:4][C:5]([NH:11][CH:12]([CH3:14])[CH3:13])=[C:6]([CH:10]=1)[C:7]([NH:50][C:46]([CH3:47])([C:48]#[CH:49])[CH3:45])=[O:9]. The catalyst class is: 2. (4) Reactant: [Br:1][C:2]1[C:11]2[CH2:10][CH2:9][CH2:8][C:7](=[O:12])[C:6]=2[CH:5]=[N:4][CH:3]=1.[CH3:13][C:14]([CH3:19])([CH2:17]O)[CH2:15][OH:16]. Product: [Br:1][C:2]1[C:11]2[CH2:10][CH2:9][CH2:8][C:7]3([O:16][CH2:15][C:14]([CH3:19])([CH3:17])[CH2:13][O:12]3)[C:6]=2[CH:5]=[N:4][CH:3]=1. The catalyst class is: 626. (5) The catalyst class is: 11. Product: [CH3:6][C:7]12[C:15](=[O:16])[CH2:14][CH2:13][CH:12]1[CH:11]1[C:10]([CH2:9][CH2:8]2)=[C:20]([CH2:21][CH2:22][C:23]2([CH3:28])[O:27][CH2:26][CH2:25][O:24]2)[C:19](=[O:29])[CH2:18][O:17]1. Reactant: C[O-].[Na+].CO.[CH3:6][C:7]12[C:15](=[O:16])[CH2:14][CH2:13][CH:12]1[CH:11]([O:17][CH2:18][C:19](=[O:29])[CH2:20][CH2:21][CH2:22][C:23]1([CH3:28])[O:27][CH2:26][CH2:25][O:24]1)[C:10](=O)[CH2:9][CH2:8]2. (6) Reactant: Cl.CN(C)CCCN=C=NCC.[CH2:13]([S:17]([N:20]1[CH2:25][CH2:24][CH2:23][CH:22]([C:26]([OH:28])=O)[CH2:21]1)(=[O:19])=[O:18])[CH2:14][CH2:15][CH3:16].[CH:29]([O:32][C:33]1[CH:39]=[CH:38][C:36]([NH2:37])=[CH:35][CH:34]=1)([CH3:31])[CH3:30]. Product: [CH2:13]([S:17]([N:20]1[CH2:25][CH2:24][CH2:23][CH:22]([C:26]([NH:37][C:36]2[CH:35]=[CH:34][C:33]([O:32][CH:29]([CH3:31])[CH3:30])=[CH:39][CH:38]=2)=[O:28])[CH2:21]1)(=[O:18])=[O:19])[CH2:14][CH2:15][CH3:16]. The catalyst class is: 17. (7) Reactant: [F:1][C:2]([F:9])([F:8])[C:3]([O:5]CC)=O.[NH2:10][CH2:11][CH2:12][CH2:13][NH:14][CH2:15][CH2:16][CH2:17][NH2:18]. Product: [F:9][C:2]([F:1])([F:8])[C:3]([NH:10][CH2:11][CH2:12][CH2:13][NH:14][CH2:15][CH2:16][CH2:17][NH:18][C:3](=[O:5])[C:2]([F:9])([F:8])[F:1])=[O:5]. The catalyst class is: 5. (8) Reactant: [Cl:1][C:2]1[CH:3]=[C:4]([C:8]2[CH:9]=[C:10]([CH2:16][N:17]3[CH:21]=[C:20]([C:22]#[N:23])[CH:19]=[N:18]3)[CH:11]=[N:12][C:13]=2[O:14][CH3:15])[CH:5]=[CH:6][CH:7]=1.[OH-:24].[Na+].OO.O. Product: [Cl:1][C:2]1[CH:3]=[C:4]([C:8]2[CH:9]=[C:10]([CH2:16][N:17]3[CH:21]=[C:20]([C:22]([NH2:23])=[O:24])[CH:19]=[N:18]3)[CH:11]=[N:12][C:13]=2[O:14][CH3:15])[CH:5]=[CH:6][CH:7]=1. The catalyst class is: 5. (9) Reactant: [NH2:1][CH2:2][CH2:3][NH:4][C:5]1[C:15]2[CH2:14][CH2:13][N:12]([C:16](=[O:21])[C:17]([F:20])([F:19])[F:18])[CH2:11][CH2:10][C:9]=2[CH:8]=[CH:7][C:6]=1[Cl:22].[C:23](Cl)(=[O:30])[C:24]1[CH:29]=[CH:28][CH:27]=[CH:26][CH:25]=1.C(N(CC)CC)C.Cl. Product: [C:23]([NH:1][CH2:2][CH2:3][NH:4][C:5]1[C:15]2[CH2:14][CH2:13][N:12]([C:16](=[O:21])[C:17]([F:19])([F:18])[F:20])[CH2:11][CH2:10][C:9]=2[CH:8]=[CH:7][C:6]=1[Cl:22])(=[O:30])[C:24]1[CH:29]=[CH:28][CH:27]=[CH:26][CH:25]=1. The catalyst class is: 2.